From a dataset of Reaction yield outcomes from USPTO patents with 853,638 reactions. Predict the reaction yield, written as a fraction of the theoretical maximum amount of product (1.0 means a 100% yield; for example, 0.34 means a 34% yield). (1) The reactants are [CH:1](=O)[C:2]1[CH:7]=[CH:6][CH:5]=[CH:4][CH:3]=1.[C:9](#[N:13])[CH2:10][C:11]#[N:12].[CH3:14][C:15]1[CH2:19][C:18](=[O:20])[N:17]([C:21]2[CH:26]=[CH:25][CH:24]=[CH:23][CH:22]=2)[N:16]=1.[O-]S([O-])(=O)=O.[Na+].[Na+].CC[C@@H]1[C@@H]2C[C@@H]([C@H](O)C3C4C=C(OCC)C=CC=4N=CC=3)N(CC2)C1.Cl. The catalyst is C(Cl)Cl. The product is [NH2:12][C:11]1[O:20][C:18]2[N:17]([C:21]3[CH:26]=[CH:25][CH:24]=[CH:23][CH:22]=3)[N:16]=[C:15]([CH3:14])[C:19]=2[CH:1]([C:2]2[CH:7]=[CH:6][CH:5]=[CH:4][CH:3]=2)[C:10]=1[C:9]#[N:13]. The yield is 0.290. (2) The reactants are [O:1]1[CH2:5][CH2:4][CH:3]([C:6]([OH:8])=[O:7])[CH2:2]1.[CH3:9]C1C=CC(S(O)(=O)=O)=CC=1. The catalyst is CO. The product is [O:1]1[CH2:5][CH2:4][CH:3]([C:6]([O:8][CH3:9])=[O:7])[CH2:2]1. The yield is 0.660. (3) The reactants are [CH3:1][O:2][C:3](=[O:14])[C:4]1[CH:9]=[CH:8][CH:7]=[C:6]([S:10](Cl)(=[O:12])=[O:11])[CH:5]=1.CCN(C(C)C)C(C)C.[CH2:24]([NH:26][C:27]([N:29]1[N:33]=[CH:32][C:31]2([CH2:37][CH2:36][CH2:35][CH2:34]2)[CH2:30]1)=[NH:28])[CH3:25]. The catalyst is C(Cl)Cl. The product is [CH3:1][O:2][C:3](=[O:14])[C:4]1[CH:9]=[CH:8][CH:7]=[C:6]([S:10](=[O:12])(=[O:11])[N:28]=[C:27]([N:29]2[N:33]=[CH:32][C:31]3([CH2:37][CH2:36][CH2:35][CH2:34]3)[CH2:30]2)[NH:26][CH2:24][CH3:25])[CH:5]=1. The yield is 0.710. (4) The reactants are [CH2:1](Br)[C:2]1[CH:7]=[CH:6][CH:5]=[CH:4][CH:3]=1.C(CC1C=CC=CC=1)(C1C=CC=CC=1)=O.[OH:24][C:25]1[CH:35]=[CH:34][C:28]([C:29]([O:31][CH2:32][CH3:33])=[O:30])=[CH:27][CH:26]=1.C([O-])([O-])=O.[Cs+].[Cs+]. The catalyst is O.CN(C=O)C. The product is [CH2:1]([O:24][C:25]1[CH:26]=[CH:27][C:28]([C:29]([O:31][CH2:32][CH3:33])=[O:30])=[CH:34][CH:35]=1)[C:2]1[CH:7]=[CH:6][CH:5]=[CH:4][CH:3]=1. The yield is 1.00. (5) The reactants are [Cl:1][C:2]1[C:10]([C:11]#[N:12])=[CH:9][CH:8]=[C:7]2[C:3]=1[CH:4]=[C:5]([C:18]([OH:20])=O)[N:6]2[CH2:13][C:14]([F:17])([F:16])[F:15].S(Cl)(Cl)=O.C[N:26](C=O)C.N. The catalyst is C1(C)C=CC=CC=1.CO. The product is [Cl:1][C:2]1[C:10]([C:11]#[N:12])=[CH:9][CH:8]=[C:7]2[C:3]=1[CH:4]=[C:5]([C:18]([NH2:26])=[O:20])[N:6]2[CH2:13][C:14]([F:17])([F:16])[F:15]. The yield is 0.650. (6) The reactants are [CH3:1][C:2]1[CH:3]=[N:4][C:5]2[C:10]([CH:11]=1)=[CH:9][C:8]([CH2:12][C:13]1[CH:14]=[C:15]([CH:20]=[CH:21][N:22]=1)[C:16](OC)=[O:17])=[CH:7][C:6]=2[S:23]([CH3:26])(=[O:25])=[O:24].O[Li].O.Cl.[NH2:31][CH2:32][C:33]1[C:34]([CH3:41])=[CH:35][C:36]([NH2:40])=[N:37][C:38]=1[CH3:39].C1C=CC2N(O)N=NC=2C=1.CCN=C=NCCCN(C)C.CCN(CC)CC. The catalyst is C1COCC1.CN(C=O)C.O. The product is [NH2:40][C:36]1[N:37]=[C:38]([CH3:39])[C:33]([CH2:32][NH:31][C:16](=[O:17])[C:15]2[CH:20]=[CH:21][N:22]=[C:13]([CH2:12][C:8]3[CH:9]=[C:10]4[C:5](=[C:6]([S:23]([CH3:26])(=[O:24])=[O:25])[CH:7]=3)[N:4]=[CH:3][C:2]([CH3:1])=[CH:11]4)[CH:14]=2)=[C:34]([CH3:41])[CH:35]=1. The yield is 0.180. (7) The reactants are [S:9](O[S:9]([C:12]([F:15])([F:14])[F:13])(=[O:11])=[O:10])([C:12]([F:15])([F:14])[F:13])(=[O:11])=[O:10].[NH2:16][C:17]1[CH:26]=[CH:25][C:20]([C:21]([O:23][CH3:24])=[O:22])=[C:19]([Cl:27])[CH:18]=1.C(N(C(C)C)C(C)C)C. The catalyst is ClCCl. The product is [F:13][C:12]([F:15])([F:14])[S:9]([N:16]([S:9]([C:12]([F:13])([F:14])[F:15])(=[O:10])=[O:11])[C:17]1[CH:26]=[CH:25][C:20]([C:21]([O:23][CH3:24])=[O:22])=[C:19]([Cl:27])[CH:18]=1)(=[O:11])=[O:10]. The yield is 1.00. (8) The reactants are [OH:1][N:2]([CH2:29][CH3:30])[C:3](=[NH:28])/[C:4](=[N:11]\[O:12][CH2:13][C:14]1[N:19]=[C:18]([NH:20][C:21](=[O:27])[O:22][C:23]([CH3:26])([CH3:25])[CH3:24])[CH:17]=[CH:16][CH:15]=1)/[C:5]1[CH:10]=[CH:9][CH:8]=[CH:7][CH:6]=1.[C:31](N1C=CN=C1)(N1C=CN=C1)=[O:32]. The catalyst is C(#N)C. The product is [CH2:29]([N:2]1[C:3](/[C:4](=[N:11]\[O:12][CH2:13][C:14]2[N:19]=[C:18]([NH:20][C:21](=[O:27])[O:22][C:23]([CH3:25])([CH3:26])[CH3:24])[CH:17]=[CH:16][CH:15]=2)/[C:5]2[CH:10]=[CH:9][CH:8]=[CH:7][CH:6]=2)=[N:28][C:31](=[O:32])[O:1]1)[CH3:30]. The yield is 0.790. (9) The reactants are [O:1]=[C:2]1[C:10]2[C:5](=[CH:6][CH:7]=[CH:8][CH:9]=2)[C:4](=O)[N:3]1[CH:12]([CH2:22][C:23]1[CH:28]=CC=C[C:24]=1C=C)[C:13]([O:15]CC[Si](C)(C)C)=[O:14].O=[O+][O-]. The catalyst is C(Cl)Cl.CO. The product is [NH2:3][CH:2]1[C:2](=[O:1])[N:3]([CH:12]([CH2:22][CH:23]([CH3:24])[CH3:28])[C:13]([O:15][C:23]([CH3:28])([CH3:24])[CH3:22])=[O:14])[CH2:4][C:5]2[CH:6]=[CH:7][CH:8]=[CH:9][C:10]=2[CH2:10]1. The yield is 1.00. (10) The reactants are [C:1]([O:4][CH2:5][C:6]([CH2:8][Si](C)(C)C)=[CH2:7])(=O)[CH3:2].[C:13](OCC)(=O)[CH:14]=[CH2:15].P(OC(C)C)(OC(C)C)[O:21]C(C)C. The catalyst is O1CCCC1.C([O-])(=O)C.[Pd+2].C([O-])(=O)C. The product is [CH2:13]=[C:14]1[CH2:15][CH2:8][CH:6]([C:5]([O:4][CH2:1][CH3:2])=[O:21])[CH2:7]1. The yield is 0.520.